From a dataset of hERG potassium channel inhibition data for cardiac toxicity prediction from Karim et al.. Regression/Classification. Given a drug SMILES string, predict its toxicity properties. Task type varies by dataset: regression for continuous values (e.g., LD50, hERG inhibition percentage) or binary classification for toxic/non-toxic outcomes (e.g., AMES mutagenicity, cardiotoxicity, hepatotoxicity). Dataset: herg_karim. (1) The drug is Cc1nc2c(CCC34CCC(NCc5ccc6c(n5)NC(=O)CO6)(CC3)CO4)ccnc2cc1C#N. The result is 1 (blocker). (2) The drug is O=C(/C=C/c1ccc2c(c1)CN(CCC1CCCCC1)C2)NO. The result is 0 (non-blocker). (3) The molecule is CC(C)(Cc1ccccc1)NC1=NCCNC(c2ccccc2F)=C1. The result is 1 (blocker).